Dataset: Full USPTO retrosynthesis dataset with 1.9M reactions from patents (1976-2016). Task: Predict the reactants needed to synthesize the given product. (1) Given the product [Br:20][CH2:15][C:10]1[CH:11]=[C:12]([CH3:14])[CH:13]=[C:8]([N:3]2[C:2]([CH3:1])=[CH:6][CH:5]=[C:4]2[CH3:7])[N:9]=1, predict the reactants needed to synthesize it. The reactants are: [CH3:1][C:2]1[N:3]([C:8]2[CH:13]=[C:12]([CH3:14])[CH:11]=[C:10]([CH2:15][Si](C)(C)C)[N:9]=2)[C:4]([CH3:7])=[CH:5][CH:6]=1.[Br:20]C(F)(F)C(F)(F)Br.[F-].[Cs+]. (2) The reactants are: [ClH:1].[CH2:2]([C:4]1[CH:5]=[CH:6][C:7]([CH2:10][CH2:11][O:12][C:13]2[CH:26]=[CH:25][C:16]([CH2:17][C@H:18]3[S:22][C:21](=[O:23])[NH:20][C:19]3=[O:24])=[CH:15][CH:14]=2)=[N:8][CH:9]=1)[CH3:3]. Given the product [ClH:1].[CH2:2]([C:4]1[CH:5]=[CH:6][C:7]([CH2:10][CH2:11][O:12][C:13]2[CH:26]=[CH:25][C:16]([CH2:17][C@H:18]3[S:22][C:21](=[O:23])[NH:20][C:19]3=[O:24])=[CH:15][CH:14]=2)=[N:8][CH:9]=1)[CH3:3], predict the reactants needed to synthesize it.